Dataset: Forward reaction prediction with 1.9M reactions from USPTO patents (1976-2016). Task: Predict the product of the given reaction. (1) Given the reactants [CH:1]12[CH2:10][CH:5]3[CH2:6][CH:7]([CH2:9][CH:3]([CH2:4]3)[CH:2]1[NH:11][C:12]([C@H:14]1[CH2:19][O:18][CH2:17][CH2:16][N:15]1C(OC(C)(C)C)=O)=[O:13])[CH2:8]2.[F:27][C:28]([F:33])([F:32])[C:29]([OH:31])=[O:30], predict the reaction product. The product is: [F:27][C:28]([F:33])([F:32])[C:29]([OH:31])=[O:30].[CH:1]12[CH2:10][CH:5]3[CH2:6][CH:7]([CH2:9][CH:3]([CH2:4]3)[CH:2]1[NH:11][C:12]([C@H:14]1[CH2:19][O:18][CH2:17][CH2:16][NH:15]1)=[O:13])[CH2:8]2. (2) Given the reactants [Br:1][C:2]1[CH:7]=[CH:6][C:5]([C:8]2[N:9]([CH:18]3[CH2:20][CH2:19]3)[C:10](=[O:17])[N:11]([CH2:13][C:14]([OH:16])=O)[CH:12]=2)=[CH:4][CH:3]=1.[F:21][C:22]([F:33])([F:32])[C:23]1[CH:24]=[C:25]([CH:29]([NH2:31])[CH3:30])[CH:26]=[CH:27][CH:28]=1.C1C=CC2N(O)N=NC=2C=1.CCN=C=NCCCN(C)C.Cl, predict the reaction product. The product is: [Br:1][C:2]1[CH:3]=[CH:4][C:5]([C:8]2[N:9]([CH:18]3[CH2:20][CH2:19]3)[C:10](=[O:17])[N:11]([CH2:13][C:14]([NH:31][CH:29]([C:25]3[CH:26]=[CH:27][CH:28]=[C:23]([C:22]([F:21])([F:32])[F:33])[CH:24]=3)[CH3:30])=[O:16])[CH:12]=2)=[CH:6][CH:7]=1. (3) Given the reactants [NH:1]([C:3](=[O:25])[CH:4]([NH:16][C:17](=[O:24])[C:18]1[CH:23]=[CH:22][CH:21]=[CH:20][CH:19]=1)[C:5]1[C:14]2[C:9](=[CH:10][CH:11]=[CH:12][CH:13]=2)[C:8](=[O:15])[NH:7][N:6]=1)[NH2:2].[CH:26](=O)[C:27]1[C:28](=[CH:30][CH:31]=[CH:32][CH:33]=1)[OH:29].C(O)(=O)C, predict the reaction product. The product is: [OH:29][C:28]1[CH:30]=[CH:31][CH:32]=[CH:33][C:27]=1/[CH:26]=[N:2]/[NH:1][C:3](=[O:25])[CH:4]([NH:16][C:17](=[O:24])[C:18]1[CH:23]=[CH:22][CH:21]=[CH:20][CH:19]=1)[C:5]1[C:14]2[C:9](=[CH:10][CH:11]=[CH:12][CH:13]=2)[C:8](=[O:15])[NH:7][N:6]=1. (4) Given the reactants [C:1]([C@H:3]1[CH2:7][N:6]([CH3:8])[CH2:5][C@@H:4]1[C:9]1[CH:18]=[CH:17][CH:16]=[C:15]([O:19][C:20]([F:23])([F:22])[F:21])[C:10]=1[C:11]([O:13][CH3:14])=[O:12])#[N:2].C(N1C[C@@H](C#N)[C@H](C2C=CC(Cl)=CC=2C(OC)=O)C1)C1C=CC=CC=1, predict the reaction product. The product is: [NH2:2][CH2:1][C@H:3]1[CH2:7][N:6]([CH3:8])[CH2:5][C@@H:4]1[C:9]1[CH:18]=[CH:17][CH:16]=[C:15]([O:19][C:20]([F:23])([F:21])[F:22])[C:10]=1[C:11]([O:13][CH3:14])=[O:12]. (5) Given the reactants N[C:2]1[O:3][CH:4]=[C:5]([C:7]([O:9][CH2:10][CH3:11])=[O:8])[N:6]=1.O.O.C1(C)C=CC(S(O)(=O)=O)=CC=1.N([O-])=O.[Na+].[I-:29].[K+].C(=O)(O)[O-].[Na+].S([O-])([O-])(=O)=S.[Na+].[Na+], predict the reaction product. The product is: [I:29][C:2]1[O:3][CH:4]=[C:5]([C:7]([O:9][CH2:10][CH3:11])=[O:8])[N:6]=1. (6) The product is: [CH3:1][CH:2]([NH:11][C:12]1[S:13][CH:14]=[C:15]([C:17]2[CH:22]=[CH:21][CH:20]=[CH:19][CH:18]=2)[N:16]=1)[C:3]1[CH:4]=[CH:5][C:6]([CH2:7][O:8][C:24]2[CH:29]=[CH:28][C:27]([CH2:30][C:31]([O:33][CH3:34])=[O:32])=[CH:26][CH:25]=2)=[CH:9][CH:10]=1. Given the reactants [CH3:1][CH:2]([NH:11][C:12]1[S:13][CH:14]=[C:15]([C:17]2[CH:22]=[CH:21][CH:20]=[CH:19][CH:18]=2)[N:16]=1)[C:3]1[CH:10]=[CH:9][C:6]([CH2:7][OH:8])=[CH:5][CH:4]=1.O[C:24]1[CH:29]=[CH:28][C:27]([CH2:30][C:31]([O:33][CH3:34])=[O:32])=[CH:26][CH:25]=1.C(P(CCCC)CCCC)CCC.N(C(N1CCCCC1)=O)=NC(N1CCCCC1)=O, predict the reaction product. (7) Given the reactants [NH2:1][C:2]1[CH:3]=[C:4]2[C:8](=[CH:9][CH:10]=1)[N:7](C(OC(C)(C)C)=O)[N:6]=[C:5]2[C:18]1[CH:23]=[CH:22][CH:21]=[C:20]([F:24])[CH:19]=1.C(N(CC)CC)C.[CH3:32][S:33](Cl)(=[O:35])=[O:34], predict the reaction product. The product is: [F:24][C:20]1[CH:19]=[C:18]([C:5]2[C:4]3[C:8](=[CH:9][CH:10]=[C:2]([NH:1][S:33]([CH3:32])(=[O:35])=[O:34])[CH:3]=3)[NH:7][N:6]=2)[CH:23]=[CH:22][CH:21]=1.